This data is from Reaction yield outcomes from USPTO patents with 853,638 reactions. The task is: Predict the reaction yield, written as a fraction of the theoretical maximum amount of product (1.0 means a 100% yield; for example, 0.34 means a 34% yield). (1) The reactants are FC(F)(F)S(O[C:7]1[CH2:8][CH2:9][N:10](C(OC(C)(C)C)=O)[CH2:11][CH:12]=1)(=O)=O.[C:22]([C:24]1[CH:29]=[CH:28][C:27](B(O)O)=[CH:26][CH:25]=1)#[N:23].C(N(CC)CC)C.[ClH:40]. The catalyst is CN(C)C=O.C1C=CC([P]([Pd]([P](C2C=CC=CC=2)(C2C=CC=CC=2)C2C=CC=CC=2)([P](C2C=CC=CC=2)(C2C=CC=CC=2)C2C=CC=CC=2)[P](C2C=CC=CC=2)(C2C=CC=CC=2)C2C=CC=CC=2)(C2C=CC=CC=2)C2C=CC=CC=2)=CC=1.C(OCC)(=O)C. The product is [ClH:40].[NH:10]1[CH2:11][CH:12]=[C:7]([C:27]2[CH:28]=[CH:29][C:24]([C:22]#[N:23])=[CH:25][CH:26]=2)[CH2:8][CH2:9]1. The yield is 0.545. (2) The reactants are [BH4-].[Li+].[CH3:3][CH:4]1[CH2:8][CH2:7][CH2:6][N:5]1[CH2:9][CH2:10][CH2:11][O:12][C:13]1[CH:18]=[CH:17][C:16]([N:19]2[C:23](=[O:24])[CH2:22][CH:21]([C:25](OC)=[O:26])[CH2:20]2)=[CH:15][CH:14]=1.Cl.[OH-].[Na+]. The catalyst is O1CCCC1.CO. The product is [OH:26][CH2:25][CH:21]1[CH2:20][N:19]([C:16]2[CH:15]=[CH:14][C:13]([O:12][CH2:11][CH2:10][CH2:9][N:5]3[CH2:6][CH2:7][CH2:8][CH:4]3[CH3:3])=[CH:18][CH:17]=2)[C:23](=[O:24])[CH2:22]1. The yield is 0.880. (3) The reactants are [CH3:1][C:2]1[CH:10]=[CH:9][CH:8]=[C:7]2[C:3]=1[CH2:4][C:5](=[O:11])[NH:6]2.[Cl:12]N1C(=O)CCC1=O.FC(F)(F)C(O)=O. The catalyst is C(#N)C. The product is [Cl:12][C:10]1[C:2]([CH3:1])=[C:3]2[C:7](=[CH:8][CH:9]=1)[NH:6][C:5](=[O:11])[CH2:4]2. The yield is 0.680. (4) The reactants are [CH3:1][C:2]1[CH:7]=[C:6]([N+:8]([O-:10])=[O:9])[CH:5]=[CH:4][C:3]=1[N:11]=[C:12]1[S:16][CH2:15][C:14]2([CH2:20][CH2:19][CH2:18][CH2:17]2)[NH:13]1.Br[CH2:22][CH:23]1[CH2:28][CH2:27][CH2:26][CH2:25][CH2:24]1.[OH-].[Na+]. The catalyst is CN(C=O)C. The product is [CH:23]1([CH2:22][N:13]2[C:14]3([CH2:17][CH2:18][CH2:19][CH2:20]3)[CH2:15][S:16][C:12]2=[N:11][C:3]2[CH:4]=[CH:5][C:6]([N+:8]([O-:10])=[O:9])=[CH:7][C:2]=2[CH3:1])[CH2:28][CH2:27][CH2:26][CH2:25][CH2:24]1. The yield is 0.320. (5) The reactants are [CH3:1][O:2][C:3]1[CH:4]=[C:5]2[C:10](=[CH:11][C:12]=1[O:13][CH3:14])[N:9]=[CH:8][CH:7]=[C:6]2[O:15][C:16]1[CH:22]=[CH:21][C:19]([NH2:20])=[CH:18][CH:17]=1.Cl[C:24](Cl)([O:26][C:27](=[O:33])OC(Cl)(Cl)Cl)Cl.[N:35]1[CH:40]=[CH:39][C:38](CO)=[CH:37][CH:36]=1.C(=O)(O)[O-].[Na+]. The catalyst is C(Cl)Cl.C(N(CC)CC)C.C1(C)C=CC=CC=1. The product is [CH3:1][O:2][C:3]1[CH:4]=[C:5]2[C:10](=[CH:11][C:12]=1[O:13][CH3:14])[N:9]=[CH:8][CH:7]=[C:6]2[O:15][C:16]1[CH:22]=[CH:21][C:19]([NH:20][C:27](=[O:33])[O:26][CH2:24][C:38]2[CH:39]=[CH:40][N:35]=[CH:36][CH:37]=2)=[CH:18][CH:17]=1. The yield is 0.120. (6) The reactants are C1(P(C2C=CC=CC=2)C2C=CC=CC=2)C=CC=CC=1.[CH3:20][O:21][C:22]1[CH:23]=[C:24]([C@@H:30]([CH2:46]O)[C:31]([C:33]2[C:34]([OH:45])=[C:35]3[C:40](=[CH:41][CH:42]=2)[O:39][C:38]([CH3:44])([CH3:43])[CH:37]=[CH:36]3)=[O:32])[CH:25]=[CH:26][C:27]=1[O:28][CH3:29]. The catalyst is C1COCC1. The product is [CH3:20][O:21][C:22]1[CH:23]=[C:24]([C@H:30]2[CH2:46][O:45][C:34]3=[C:35]4[C:40](=[CH:41][CH:42]=[C:33]3[C:31]2=[O:32])[O:39][C:38]([CH3:43])([CH3:44])[CH:37]=[CH:36]4)[CH:25]=[CH:26][C:27]=1[O:28][CH3:29]. The yield is 0.580. (7) The reactants are CC1C=C(N2CCN(CCOC3C=CC=CC=3)C2=O)SC=1C(O)=O.[F:25][C:26]1[CH:47]=[CH:46][C:29]([CH2:30][N:31]2[CH2:35][CH2:34][N:33]([C:36]3[S:40][C:39]([C:41](O)=[O:42])=[C:38]([CH3:44])[CH:37]=3)[C:32]2=[O:45])=[CH:28][CH:27]=1.Cl.[NH2:49][CH2:50][C:51]1[O:55][C:54]([C:56]([O:58][CH2:59][CH3:60])=[O:57])=[CH:53][CH:52]=1. No catalyst specified. The product is [F:25][C:26]1[CH:27]=[CH:28][C:29]([CH2:30][N:31]2[CH2:35][CH2:34][N:33]([C:36]3[S:40][C:39]([C:41]([NH:49][CH2:50][C:51]4[O:55][C:54]([C:56]([O:58][CH2:59][CH3:60])=[O:57])=[CH:53][CH:52]=4)=[O:42])=[C:38]([CH3:44])[CH:37]=3)[C:32]2=[O:45])=[CH:46][CH:47]=1. The yield is 0.590. (8) The reactants are [F:1][C:2]([F:24])([F:23])[O:3][C:4]1[CH:22]=[CH:21][CH:20]=[CH:19][C:5]=1[C:6]([NH:8][C:9]1[S:13][N:12]=[C:11]([C:14]([O:16]CC)=[O:15])[N:10]=1)=[O:7].[Li+].[OH-].Cl. The catalyst is CCO.O. The product is [F:24][C:2]([F:1])([F:23])[O:3][C:4]1[CH:22]=[CH:21][CH:20]=[CH:19][C:5]=1[C:6]([NH:8][C:9]1[S:13][N:12]=[C:11]([C:14]([OH:16])=[O:15])[N:10]=1)=[O:7]. The yield is 0.660. (9) The yield is 0.800. The catalyst is CC(=O)CC. The reactants are [Br:1][C:2]1[CH:10]=[CH:9][CH:8]=[C:7]2[C:3]=1[C:4]1([C:15]3=[N:16][C:17]([O:20][CH3:21])=[CH:18][CH:19]=[C:14]3[O:13][CH2:12]1)[C:5](=[O:11])[NH:6]2.C(=O)([O-])[O-].[Cs+].[Cs+].CC1C=CC(S(O[CH2:39][C@H:40]2[CH2:44][CH2:43][CH2:42][O:41]2)(=O)=O)=CC=1. The product is [Br:1][C:2]1[CH:10]=[CH:9][CH:8]=[C:7]2[C:3]=1[C:4]1([C:15]3=[N:16][C:17]([O:20][CH3:21])=[CH:18][CH:19]=[C:14]3[O:13][CH2:12]1)[C:5](=[O:11])[N:6]2[CH2:39][C@H:40]1[CH2:44][CH2:43][CH2:42][O:41]1.